Dataset: Full USPTO retrosynthesis dataset with 1.9M reactions from patents (1976-2016). Task: Predict the reactants needed to synthesize the given product. (1) Given the product [NH2:7][CH:8]1[CH2:13][CH2:12][CH2:11][N:10]([C:14]2[C:19]([C:20]#[C:21][C:22]3[CH:23]=[N:24][C:25]([NH2:28])=[CH:26][CH:27]=3)=[C:18]([CH3:29])[N:17]=[C:16]([NH2:30])[N:15]=2)[CH2:9]1, predict the reactants needed to synthesize it. The reactants are: C(OC(=O)[NH:7][CH:8]1[CH2:13][CH2:12][CH2:11][N:10]([C:14]2[C:19]([C:20]#[C:21][C:22]3[CH:23]=[N:24][C:25]([NH2:28])=[CH:26][CH:27]=3)=[C:18]([CH3:29])[N:17]=[C:16]([NH2:30])[N:15]=2)[CH2:9]1)(C)(C)C.C(O)(C(F)(F)F)=O.C([O-])([O-])=O.[Na+].[Na+]. (2) Given the product [CH3:44][S:45]([OH:48])(=[O:47])=[O:46].[CH3:44][S:45]([OH:48])(=[O:47])=[O:46].[CH3:12][O:11][C:7]1[CH:6]=[C:5]([C:13]2[CH:18]=[CH:17][C:16]([N:19]([CH3:43])[CH2:20][CH2:21][CH2:22][N:23]([C:25]3[CH:26]=[CH:27][C:28]([C:31]4[CH:32]=[C:33]([O:41][CH3:42])[C:34]([O:39][CH3:40])=[C:35]([O:37][CH3:38])[CH:36]=4)=[N:29][CH:30]=3)[CH3:24])=[CH:15][N:14]=2)[CH:4]=[C:3]([O:2][CH3:1])[C:8]=1[O:9][CH3:10], predict the reactants needed to synthesize it. The reactants are: [CH3:1][O:2][C:3]1[CH:4]=[C:5]([C:13]2[CH:18]=[CH:17][C:16]([N:19]([CH3:43])[CH2:20][CH2:21][CH2:22][N:23]([C:25]3[CH:26]=[CH:27][C:28]([C:31]4[CH:36]=[C:35]([O:37][CH3:38])[C:34]([O:39][CH3:40])=[C:33]([O:41][CH3:42])[CH:32]=4)=[N:29][CH:30]=3)[CH3:24])=[CH:15][N:14]=2)[CH:6]=[C:7]([O:11][CH3:12])[C:8]=1[O:9][CH3:10].[CH3:44][S:45]([OH:48])(=[O:47])=[O:46]. (3) Given the product [CH3:1][O:2][C:3]1[CH:4]=[C:5]([CH:6]=[C:7]([O:9][CH3:10])[CH:8]=1)[CH2:11][CH2:12][C:13]1[N:14]=[C:15]2[CH:21]=[C:20]([C:22]3[CH:27]=[CH:26][N:25]=[C:24]([C:28]([N:35]4[CH2:36][CH:33]([OH:32])[CH2:34]4)=[O:30])[CH:23]=3)[NH:19][C:16]2=[N:17][CH:18]=1, predict the reactants needed to synthesize it. The reactants are: [CH3:1][O:2][C:3]1[CH:4]=[C:5]([CH2:11][CH2:12][C:13]2[N:14]=[C:15]3[CH:21]=[C:20]([C:22]4[CH:27]=[CH:26][N:25]=[C:24]([C:28]([OH:30])=O)[CH:23]=4)[NH:19][C:16]3=[N:17][CH:18]=2)[CH:6]=[C:7]([O:9][CH3:10])[CH:8]=1.Cl.[OH:32][CH:33]1[CH2:36][NH:35][CH2:34]1. (4) Given the product [CH3:17][O:18][C:19]1[CH:24]=[CH:23][C:22]([S:25]([CH2:26][CH2:27][C:28]#[N:29])(=[O:30])=[O:15])=[CH:21][CH:20]=1, predict the reactants needed to synthesize it. The reactants are: BrCCC#N.COC1C=CC(S)=CC=1.[OH-:15].[Na+].[CH3:17][O:18][C:19]1[CH:24]=[CH:23][C:22]([S:25][CH2:26][CH2:27][C:28]#[N:29])=[CH:21][CH:20]=1.[OH:30]O. (5) Given the product [Br-:28].[OH:55][CH2:56][CH2:57][CH2:58][CH2:59][CH2:60][CH2:61][P+:62]([C:75]1[CH:80]=[CH:79][CH:78]=[CH:77][CH:76]=1)([C:63]1[CH:64]=[CH:65][CH:66]=[CH:67][CH:68]=1)[C:69]1[CH:74]=[CH:73][CH:72]=[CH:71][CH:70]=1, predict the reactants needed to synthesize it. The reactants are: NC1C2C(=CC3C(N=2)=CC=CC=3)C=CC=1.C1(=O)C2C(=CC=CC=2)C=CC1=O.[Br:28]CCCCCCO.C1(P(C2C=CC=CC=2)C2C=CC=CC=2)C=CC=CC=1.[OH:55][CH2:56][CH2:57][CH2:58][CH2:59][CH2:60][CH2:61][P+:62]([C:75]1[CH:80]=[CH:79][CH:78]=[CH:77][CH:76]=1)([C:69]1[CH:74]=[CH:73][CH:72]=[CH:71][CH:70]=1)[C:63]1[CH:68]=[CH:67][CH:66]=[CH:65][CH:64]=1.C(NC1C=CC(C=O)=CC=1)(=O)C. (6) Given the product [F:33][C:28]1[CH:29]=[CH:30][CH:31]=[CH:32][C:27]=1[CH2:26][CH2:25][CH2:24][N:4]1[C:5]2=[N:10][C:9]([C:11]3[CH:12]=[CH:13][N:14]=[CH:15][CH:16]=3)=[CH:8][C:7](=[O:17])[N:6]2[CH2:18][CH:2]([OH:1])[CH2:3]1, predict the reactants needed to synthesize it. The reactants are: [OH:1][CH:2]1[CH2:18][N:6]2[C:7](=[O:17])[CH:8]=[C:9]([C:11]3[CH:16]=[CH:15][N:14]=[CH:13][CH:12]=3)[N:10]=[C:5]2[NH:4][CH2:3]1.CS(O[CH2:24][CH2:25][CH2:26][C:27]1[CH:32]=[CH:31][CH:30]=[CH:29][C:28]=1[F:33])(=O)=O.[F-].[K+]. (7) Given the product [Cl:1][C:2]1[CH:7]=[C:6]([C:8]2([C:13]([N:29]=[N+:30]=[N-:31])=[O:15])[CH2:12][CH2:11][CH2:10][CH2:9]2)[CH:5]=[CH:4][N:3]=1, predict the reactants needed to synthesize it. The reactants are: [Cl:1][C:2]1[CH:7]=[C:6]([C:8]2([C:13]([OH:15])=O)[CH2:12][CH2:11][CH2:10][CH2:9]2)[CH:5]=[CH:4][N:3]=1.C(N(CC)CC)C.ClC(OCC)=O.[N-:29]=[N+:30]=[N-:31].[Na+].